The task is: Predict the product of the given reaction.. This data is from Forward reaction prediction with 1.9M reactions from USPTO patents (1976-2016). (1) Given the reactants Br[C:2]1[C:8]([Cl:9])=[CH:7][C:5]([NH2:6])=[CH:4][C:3]=1[Cl:10].C(=O)([O-])[O-].[Na+].[Na+].CC1(C)C(C)(C)OB([C:25]2[CH:43]=[CH:42][C:28]([O:29][CH2:30][CH:31]3[CH2:34][N:33]([C:35]([O:37][C:38]([CH3:41])([CH3:40])[CH3:39])=[O:36])[CH2:32]3)=[CH:27][CH:26]=2)O1, predict the reaction product. The product is: [C:38]([O:37][C:35]([N:33]1[CH2:32][CH:31]([CH2:30][O:29][C:28]2[CH:27]=[CH:26][C:25]([C:2]3[C:8]([Cl:9])=[CH:7][C:5]([NH2:6])=[CH:4][C:3]=3[Cl:10])=[CH:43][CH:42]=2)[CH2:34]1)=[O:36])([CH3:41])([CH3:39])[CH3:40]. (2) Given the reactants [CH2:1]([S:3]([N:6]1[CH2:11][CH2:10][N:9]([C:12]2[N:13]=[C:14]3[C:19](=[N:20][CH:21]=2)[N:18]=CN(C)[C:15]3=[O:23])[CH2:8][CH2:7]1)(=[O:5])=[O:4])[CH3:2].[OH-:24].[Na+], predict the reaction product. The product is: [NH2:18][C:19]1[C:14]([C:15]([OH:23])=[O:24])=[N:13][C:12]([N:9]2[CH2:8][CH2:7][N:6]([S:3]([CH2:1][CH3:2])(=[O:4])=[O:5])[CH2:11][CH2:10]2)=[CH:21][N:20]=1. (3) Given the reactants [Mg].Br[C:3]1[CH:8]=[CH:7][C:6]([CH2:9][CH2:10][CH2:11][CH3:12])=[C:5]([CH3:13])[CH:4]=1.BrCCBr.[N:18]1[C:27]2[C:22](=[CH:23][C:24]([CH:28]=[O:29])=[CH:25][CH:26]=2)[CH:21]=[CH:20][CH:19]=1.[Cl-].[NH4+], predict the reaction product. The product is: [CH2:9]([C:6]1[CH:7]=[CH:8][C:3]([CH:28]([C:24]2[CH:23]=[C:22]3[C:27](=[CH:26][CH:25]=2)[N:18]=[CH:19][CH:20]=[CH:21]3)[OH:29])=[CH:4][C:5]=1[CH3:13])[CH2:10][CH2:11][CH3:12]. (4) Given the reactants [CH3:1][C:2]1[N:3]=[C:4]([C:12]2[CH:17]=[CH:16][CH:15]=[C:14]([C:18]([F:21])([F:20])[F:19])[CH:13]=2)[N:5]2[C:10]=1[CH:9]=[N:8][C:7]([NH2:11])=[N:6]2.Br[C:23]1[CH:24]=[C:25]([S:29]([NH2:32])(=[O:31])=[O:30])[CH:26]=[CH:27][CH:28]=1.C(P(C(C)(C)C)C1C=CC=CC=1C1C=CC=CC=1)(C)(C)C.CC([O-])(C)C.[Na+], predict the reaction product. The product is: [CH3:1][C:2]1[N:3]=[C:4]([C:12]2[CH:17]=[CH:16][CH:15]=[C:14]([C:18]([F:21])([F:19])[F:20])[CH:13]=2)[N:5]2[C:10]=1[CH:9]=[N:8][C:7]([NH:11][C:23]1[CH:24]=[C:25]([S:29]([NH2:32])(=[O:31])=[O:30])[CH:26]=[CH:27][CH:28]=1)=[N:6]2. (5) The product is: [F:20][C:21]1[CH:26]=[CH:25][C:24]([NH:27][C:28](=[O:29])[NH:1][C:2]2[CH:3]=[CH:4][C:5]([C:8]3[C:16]4[C:11](=[CH:12][N:13]=[CH:14][CH:15]=4)[NH:10][C:9]=3[C:17]([NH2:19])=[O:18])=[CH:6][CH:7]=2)=[CH:23][CH:22]=1. Given the reactants [NH2:1][C:2]1[CH:7]=[CH:6][C:5]([C:8]2[C:16]3[C:11](=[CH:12][N:13]=[CH:14][CH:15]=3)[NH:10][C:9]=2[C:17]([NH2:19])=[O:18])=[CH:4][CH:3]=1.[F:20][C:21]1[CH:26]=[CH:25][C:24]([N:27]=[C:28]=[O:29])=[CH:23][CH:22]=1, predict the reaction product. (6) Given the reactants [CH3:1][O:2][C:3](=[O:22])[C:4]1[CH:9]=[CH:8][C:7](OS(C(F)(F)F)(=O)=O)=[C:6]([C:18]([F:21])([F:20])[F:19])[CH:5]=1.[CH2:23](B(O)O)[CH2:24][CH3:25].C(=O)([O-])[O-].[Cs+].[Cs+].C(=O)(O)[O-].[Na+], predict the reaction product. The product is: [CH3:1][O:2][C:3](=[O:22])[C:4]1[CH:9]=[CH:8][C:7]([CH2:23][CH2:24][CH3:25])=[C:6]([C:18]([F:21])([F:20])[F:19])[CH:5]=1. (7) Given the reactants [OH:1][C:2]1[CH:3]=[C:4]([CH:20]=[C:21]([O:23][C@@H:24]([CH3:28])[CH2:25][O:26][CH3:27])[CH:22]=1)[C:5]([NH:7][C:8]1[CH:12]=[CH:11][N:10]([C:13]([O:15][C:16]([CH3:19])([CH3:18])[CH3:17])=[O:14])[N:9]=1)=[O:6].C(N([CH2:34][CH3:35])CC)C, predict the reaction product. The product is: [CH2:16]([O:15][C:13]([C:35]1[CH:34]=[CH:21][C:22]([O:1][C:2]2[CH:3]=[C:4]([CH:20]=[C:21]([O:23][C@@H:24]([CH3:28])[CH2:25][O:26][CH3:27])[CH:22]=2)[C:5]([NH:7][C:8]2[CH:12]=[CH:11][N:10]([C:13]([O:15][C:16]([CH3:19])([CH3:18])[CH3:17])=[O:14])[N:9]=2)=[O:6])=[CH:2][CH:3]=1)=[O:14])[CH3:17].